The task is: Predict the product of the given reaction.. This data is from Forward reaction prediction with 1.9M reactions from USPTO patents (1976-2016). (1) The product is: [C:53]([C:2]1[CH:42]=[CH:41][C:5]([O:6][C@H:7]2[CH2:8][CH2:9][C@H:10]([N:13]3[C:18](=[O:19])[C:17]([CH2:20][C:21]4[CH:26]=[CH:25][C:24]([C:27]5[C:28]([C:33]#[N:34])=[CH:29][CH:30]=[CH:31][CH:32]=5)=[CH:23][CH:22]=4)=[C:16]([CH2:35][CH2:36][CH3:37])[N:15]4[N:38]=[CH:39][N:40]=[C:14]34)[CH2:11][CH2:12]2)=[CH:4][CH:3]=1)(=[O:55])[CH3:54]. Given the reactants Br[C:2]1[CH:42]=[CH:41][C:5]([O:6][C@H:7]2[CH2:12][CH2:11][C@H:10]([N:13]3[C:18](=[O:19])[C:17]([CH2:20][C:21]4[CH:26]=[CH:25][C:24]([C:27]5[C:28]([C:33]#[N:34])=[CH:29][CH:30]=[CH:31][CH:32]=5)=[CH:23][CH:22]=4)=[C:16]([CH2:35][CH2:36][CH3:37])[N:15]4[N:38]=[CH:39][N:40]=[C:14]34)[CH2:9][CH2:8]2)=[CH:4][CH:3]=1.C([Sn](CCCC)([C:53]([O:55]CC)=[CH2:54])CCCCC)CCC.[F-].[K+], predict the reaction product. (2) Given the reactants [C:1](Cl)(Cl)=[O:2].[CH3:5][N:6]([CH3:12])[CH2:7][CH2:8][CH2:9][NH:10][CH3:11].C(N(CC)CC)C.[OH:20][C:21]1[CH:51]=[CH:50][C:24]([CH2:25][N:26]2[C:35]3[C:30](=[CH:31][C:32]([O:36][CH2:37][C:38]#[CH:39])=[CH:33][CH:34]=3)[C:29]([C:40]3[CH:45]=[CH:44][C:43]([CH:46]([CH3:48])[CH3:47])=[CH:42][CH:41]=3)=[N:28][C:27]2=[O:49])=[CH:23][CH:22]=1.N.[OH-].[Na+], predict the reaction product. The product is: [CH:46]([C:43]1[CH:44]=[CH:45][C:40]([C:29]2[C:30]3[C:35](=[CH:34][CH:33]=[C:32]([O:36][CH2:37][C:38]#[CH:39])[CH:31]=3)[N:26]([CH2:25][C:24]3[CH:23]=[CH:22][C:21]([O:20][C:1](=[O:2])[N:10]([CH2:9][CH2:8][CH2:7][N:6]([CH3:12])[CH3:5])[CH3:11])=[CH:51][CH:50]=3)[C:27](=[O:49])[N:28]=2)=[CH:41][CH:42]=1)([CH3:47])[CH3:48]. (3) Given the reactants [OH-].[Na+].C(O)C.[C:6]([NH:14][C:15]1[CH:24]=[C:23]([C:25]2[S:26][CH:27]=[CH:28][N:29]=2)[CH:22]=[CH:21][C:16]=1[C:17]([O:19]C)=[O:18])(=[O:13])[C:7]1[CH:12]=[CH:11][CH:10]=[CH:9][CH:8]=1.Cl, predict the reaction product. The product is: [C:6]([NH:14][C:15]1[CH:24]=[C:23]([C:25]2[S:26][CH:27]=[CH:28][N:29]=2)[CH:22]=[CH:21][C:16]=1[C:17]([OH:19])=[O:18])(=[O:13])[C:7]1[CH:8]=[CH:9][CH:10]=[CH:11][CH:12]=1. (4) The product is: [N:67]([CH:23]([CH2:24][CH:25]=[CH2:26])[CH2:22][C:16]1[CH:21]=[CH:20][CH:19]=[CH:18][C:17]=1[C:13]1[C:8]2[CH:7]=[CH:12][CH:11]=[CH:10][C:9]=2[O:15][N:14]=1)=[N+:68]=[N-:69]. Given the reactants OC(CC([C:7]1[CH:12]=[CH:11][CH:10]=[CH:9][C:8]=1[C:13]1[C:17]2[CH:18]=[CH:19][CH:20]=[CH:21][C:16]=2[O:15][N:14]=1)C)C.[C:22]1(P([C:24]2[CH:25]=[CH:26]C=[CH:22][CH:23]=2)[C:24]2[CH:25]=[CH:26]C=[CH:22][CH:23]=2)C=[CH:26][CH:25]=[CH:24][CH:23]=1.N(C(OCC)=O)=NC(OCC)=O.C1(P([N:67]=[N+:68]=[N-:69])(C2C=CC=CC=2)=O)C=CC=CC=1, predict the reaction product. (5) Given the reactants [OH:1][CH2:2][C:3]1[CH:4]=[C:5]2[C:10](=[CH:11][CH:12]=1)[C@H:9]([NH:13][C:14](=[O:20])[O:15][C:16]([CH3:19])([CH3:18])[CH3:17])[CH2:8][CH2:7][CH2:6]2, predict the reaction product. The product is: [CH:2]([C:3]1[CH:4]=[C:5]2[C:10](=[CH:11][CH:12]=1)[C@H:9]([NH:13][C:14](=[O:20])[O:15][C:16]([CH3:18])([CH3:17])[CH3:19])[CH2:8][CH2:7][CH2:6]2)=[O:1].